This data is from Full USPTO retrosynthesis dataset with 1.9M reactions from patents (1976-2016). The task is: Predict the reactants needed to synthesize the given product. (1) Given the product [F:1][C:2]1[CH:7]=[CH:6][C:5]([C:34]#[C:33][CH2:32][OH:35])=[CH:4][C:3]=1[C:9]([F:12])([F:11])[F:10], predict the reactants needed to synthesize it. The reactants are: [F:1][C:2]1[CH:7]=[CH:6][C:5](I)=[CH:4][C:3]=1[C:9]([F:12])([F:11])[F:10].C1(P(C2C=CC=CC=2)C2C=CC=CC=2)C=CC=CC=1.[CH2:32]([OH:35])[C:33]#[CH:34].C(N(C(C)C)CC)(C)C. (2) Given the product [NH2:1][C:2]1[C:11]([C:15]#[C:14][CH2:13][OH:16])=[N:10][CH:9]=[CH:8][C:3]=1[C:4]([O:6][CH3:7])=[O:5], predict the reactants needed to synthesize it. The reactants are: [NH2:1][C:2]1[C:11](Cl)=[N:10][CH:9]=[CH:8][C:3]=1[C:4]([O:6][CH3:7])=[O:5].[CH2:13]([OH:16])[C:14]#[CH:15]. (3) Given the product [Br:1][C:2]1[CH:3]=[C:4]([N+:9]([O-:11])=[O:10])[C:5]([N:12]2[CH2:17][CH2:16][O:15][CH2:14][CH2:13]2)=[N:6][CH:7]=1, predict the reactants needed to synthesize it. The reactants are: [Br:1][C:2]1[CH:3]=[C:4]([N+:9]([O-:11])=[O:10])[C:5](Cl)=[N:6][CH:7]=1.[NH:12]1[CH2:17][CH2:16][O:15][CH2:14][CH2:13]1. (4) Given the product [C:25]([C:5]1[C:4]2[C:14]([C:17]3[CH:22]=[CH:21][C:20]([O:23][CH3:24])=[CH:19][CH:18]=3)=[N:15][O:16][C:3]=2[C:2]([OH:1])=[C:7]([C:8]([O:10][CH2:11][CH3:12])=[O:9])[N:6]=1)#[N:26], predict the reactants needed to synthesize it. The reactants are: [OH:1][C:2]1[C:3]2[O:16][N:15]=[C:14]([C:17]3[CH:22]=[CH:21][C:20]([O:23][CH3:24])=[CH:19][CH:18]=3)[C:4]=2[C:5](I)=[N:6][C:7]=1[C:8]([O:10][CH2:11][CH3:12])=[O:9].[C:25]([Cu])#[N:26].[OH-].[NH4+].Cl. (5) The reactants are: C([N:8](CC1C=CC=CC=1)[CH:9]1[CH2:14][CH2:13][CH:12]([O:15][CH2:16][C:17]([O:19][C:20]([CH3:23])([CH3:22])[CH3:21])=[O:18])[CH2:11][CH2:10]1)C1C=CC=CC=1.[H][H]. Given the product [NH2:8][CH:9]1[CH2:14][CH2:13][CH:12]([O:15][CH2:16][C:17]([O:19][C:20]([CH3:23])([CH3:22])[CH3:21])=[O:18])[CH2:11][CH2:10]1, predict the reactants needed to synthesize it. (6) The reactants are: COC1C=C2C(=CC=1)C=C([C@H](C)C(O)=O)C=C2.[CH3:18][NH:19][CH2:20][C@H:21]([C:23]1[CH:28]=[CH:27][CH:26]=[CH:25][N:24]=1)[OH:22].[ClH:29]. Given the product [ClH:29].[ClH:29].[CH3:18][NH:19][CH2:20][C@H:21]([C:23]1[CH:28]=[CH:27][CH:26]=[CH:25][N:24]=1)[OH:22], predict the reactants needed to synthesize it.